Task: Predict the product of the given reaction.. Dataset: Forward reaction prediction with 1.9M reactions from USPTO patents (1976-2016) (1) Given the reactants [CH:1]1[CH:6]=[C:5]2[C:7]([N-:9][C:10](=[O:11])[C:4]2=[CH:3][CH:2]=1)=[O:8].[K+], predict the reaction product. The product is: [C:10]1(=[O:11])[NH:9][C:7](=[O:8])[C:5]2=[CH:6][CH:1]=[CH:2][CH:3]=[C:4]12. (2) Given the reactants [CH2:1]([NH:8][CH2:9][CH2:10][OH:11])[C:2]1[CH:7]=[CH:6][CH:5]=[CH:4][CH:3]=1.[Cl:12][C:13]1[CH:21]=[CH:20][C:16]([C@H:17]2[O:19][CH2:18]2)=[CH:15][CH:14]=1, predict the reaction product. The product is: [Cl:12][C:13]1[CH:21]=[CH:20][C:16]([C@@H:17]([OH:19])[CH2:18][N:8]([CH2:9][CH2:10][OH:11])[CH2:1][C:2]2[CH:7]=[CH:6][CH:5]=[CH:4][CH:3]=2)=[CH:15][CH:14]=1.